This data is from Forward reaction prediction with 1.9M reactions from USPTO patents (1976-2016). The task is: Predict the product of the given reaction. (1) Given the reactants C[O:2][C:3]1[CH:4]=[C:5]([C:14]2[C:18]([C:19]3[C:20]([C:25]([F:28])([F:27])[F:26])=[N:21][CH:22]=[CH:23][CH:24]=3)=[CH:17][O:16][N:15]=2)[CH:6]=[C:7]([N+:11]([O-:13])=[O:12])[C:8]=1[O:9]C.B(Br)(Br)Br, predict the reaction product. The product is: [N+:11]([C:7]1[CH:6]=[C:5]([C:14]2[C:18]([C:19]3[C:20]([C:25]([F:28])([F:27])[F:26])=[N:21][CH:22]=[CH:23][CH:24]=3)=[CH:17][O:16][N:15]=2)[CH:4]=[C:3]([OH:2])[C:8]=1[OH:9])([O-:13])=[O:12]. (2) Given the reactants [CH3:1][O:2][C:3]1[CH:4]=[C:5]([C:9]([CH3:13])([CH3:12])[CH2:10][OH:11])[CH:6]=[CH:7][CH:8]=1.Cl[CH2:15][O:16][CH3:17], predict the reaction product. The product is: [CH3:1][O:2][C:3]1[CH:8]=[CH:7][CH:6]=[C:5]([C:9]([CH3:13])([CH3:12])[CH2:10][O:11][CH2:15][O:16][CH3:17])[CH:4]=1. (3) Given the reactants Br[CH2:2][C:3]1[CH:4]=[C:5]([C:9]2[O:10][C:11]3[C:17]([C:18]([O:20][CH3:21])=[O:19])=[CH:16][CH:15]=[CH:14][C:12]=3[N:13]=2)[CH:6]=[CH:7][CH:8]=1.[NH:22]1[CH2:27][CH2:26][NH:25][CH2:24][CH2:23]1, predict the reaction product. The product is: [N:22]1([CH2:2][C:3]2[CH:4]=[C:5]([C:9]3[O:10][C:11]4[C:17]([C:18]([O:20][CH3:21])=[O:19])=[CH:16][CH:15]=[CH:14][C:12]=4[N:13]=3)[CH:6]=[CH:7][CH:8]=2)[CH2:27][CH2:26][NH:25][CH2:24][CH2:23]1. (4) Given the reactants [CH:1]1([C:5]2[C:26]([C:27]3[NH:31][C:30]([CH2:32][CH2:33][O:34][CH3:35])=[N:29][N:28]=3)=[CH:25][C:8]([C:9](N3CCC(C4C=CC(C#N)=CC=4)CC3)=[O:10])=[C:7]([CH3:36])[CH:6]=2)[CH2:4][CH2:3][CH2:2]1.Cl.[F:38][C:39]([F:53])([F:52])[C:40]1[CH:45]=[CH:44][C:43]([CH:46]2[CH2:51][CH2:50][NH:49][CH2:48][CH2:47]2)=[CH:42][CH:41]=1.Cl.N1CCC(C2C=CC(C#N)=CC=2)CC1, predict the reaction product. The product is: [CH:1]1([C:5]2[C:26]([C:27]3[NH:31][C:30]([CH2:32][CH2:33][O:34][CH3:35])=[N:29][N:28]=3)=[CH:25][C:8]([C:9]([N:49]3[CH2:48][CH2:47][CH:46]([C:43]4[CH:42]=[CH:41][C:40]([C:39]([F:38])([F:52])[F:53])=[CH:45][CH:44]=4)[CH2:51][CH2:50]3)=[O:10])=[C:7]([CH3:36])[CH:6]=2)[CH2:2][CH2:3][CH2:4]1.